This data is from Full USPTO retrosynthesis dataset with 1.9M reactions from patents (1976-2016). The task is: Predict the reactants needed to synthesize the given product. (1) Given the product [CH2:1]([C:3]1[CH:8]=[CH:7][C:6]([C:9]([C:11]2[CH:12]=[N:13][C:14]([O:25][CH2:18][C:19]3[CH:24]=[CH:23][CH:22]=[CH:21][CH:20]=3)=[CH:15][CH:16]=2)=[O:10])=[CH:5][CH:4]=1)[CH3:2], predict the reactants needed to synthesize it. The reactants are: [CH2:1]([C:3]1[CH:8]=[CH:7][C:6]([C:9]([C:11]2[CH:12]=[N:13][C:14](Cl)=[CH:15][CH:16]=2)=[O:10])=[CH:5][CH:4]=1)[CH3:2].[CH2:18]([OH:25])[C:19]1[CH:24]=[CH:23][CH:22]=[CH:21][CH:20]=1.[H-].[Na+].O. (2) Given the product [C:28]([C:29]1[N:30]=[C:31]([CH3:41])[N:32]([C:34]2[CH:39]=[CH:38][C:37]([F:40])=[CH:36][CH:35]=2)[CH:33]=1)#[CH:42], predict the reactants needed to synthesize it. The reactants are: C([SiH2]OC(C)(C)C1N=CN(C2C=CC(F)=CC=2)C=1)(C)(C)C.C([SiH2]O[C:28](C)([CH3:42])[C:29]1[N:30]=[C:31]([CH3:41])[N:32]([C:34]2[CH:39]=[CH:38][C:37]([F:40])=[CH:36][CH:35]=2)[CH:33]=1)(C)(C)C.C([Li])CCC.IC.